From a dataset of Reaction yield outcomes from USPTO patents with 853,638 reactions. Predict the reaction yield, written as a fraction of the theoretical maximum amount of product (1.0 means a 100% yield; for example, 0.34 means a 34% yield). (1) The reactants are [Br:1][C:2]1[CH:10]=[CH:9][C:5]([C:6]([OH:8])=O)=[CH:4][C:3]=1[O:11][CH:12]([CH3:14])[CH3:13].Cl.CN(C)CCCN=C=NCC.[C:27]1([S:37]([NH2:40])(=[O:39])=[O:38])[C:28]([S:33]([NH2:36])(=[O:35])=[O:34])=[CH:29][CH:30]=[CH:31][CH:32]=1. The catalyst is CN(C)C1C=CN=CC=1.CN(C)C=O. The product is [Br:1][C:2]1[CH:10]=[CH:9][C:5]([C:6]([NH:40][S:37]([C:27]2[CH:32]=[CH:31][CH:30]=[CH:29][C:28]=2[S:33](=[O:35])(=[O:34])[NH2:36])(=[O:39])=[O:38])=[O:8])=[CH:4][C:3]=1[O:11][CH:12]([CH3:14])[CH3:13]. The yield is 0.830. (2) The reactants are [Br:1][C:2]1[N:3]=[N:4][C:5]2[C:10]([C:11]=1[C:12]1[C:17]([O:18][CH3:19])=[CH:16][C:15]([C:20]3[CH:25]=[CH:24][CH:23]=[C:22]([F:26])[CH:21]=3)=[C:14]([Cl:27])[CH:13]=1)=[CH:9][CH:8]=[C:7]([S:28](OC1C(F)=C(F)C(F)=C(F)C=1F)(=[O:30])=[O:29])[CH:6]=2.[O:43]1[CH:47]=[CH:46][C:45]([NH2:48])=[N:44]1.C1COCC1.C[Si]([N-][Si](C)(C)C)(C)C.[Li+]. The catalyst is Cl.CCOC(C)=O. The product is [Br:1][C:2]1[N:3]=[N:4][C:5]2[C:10]([C:11]=1[C:12]1[C:17]([O:18][CH3:19])=[CH:16][C:15]([C:20]3[CH:25]=[CH:24][CH:23]=[C:22]([F:26])[CH:21]=3)=[C:14]([Cl:27])[CH:13]=1)=[CH:9][CH:8]=[C:7]([S:28]([NH:48][C:45]1[CH:46]=[CH:47][O:43][N:44]=1)(=[O:29])=[O:30])[CH:6]=2. The yield is 1.00. (3) The yield is 0.900. The catalyst is C(#N)C.O. The product is [N+:15]([C:12]1[CH:13]=[CH:14][C:9]([N:4]([CH2:5][CH2:6][CH3:7])[CH2:1][CH2:2][CH3:3])=[N:10][CH:11]=1)([O-:17])=[O:16]. The reactants are [CH2:1]([NH:4][CH2:5][CH2:6][CH3:7])[CH2:2][CH3:3].Cl[C:9]1[CH:14]=[CH:13][C:12]([N+:15]([O-:17])=[O:16])=[CH:11][N:10]=1. (4) The reactants are [F:1][C:2]([F:20])([F:19])[C:3]1[CH:4]=[C:5]([C:9]2[CH:17]=[CH:16][CH:15]=[C:14]3[C:10]=2[CH2:11][C:12](=[O:18])[NH:13]3)[CH:6]=[CH:7][CH:8]=1.[N:21]1([CH2:26][CH2:27][NH:28][C:29]([C:31]2[CH:35]=[C:34]([CH3:36])[NH:33][C:32]=2[CH:37]=O)=[O:30])[CH:25]=[CH:24][N:23]=[N:22]1. The catalyst is C(O)C.N1CCCCC1. The product is [N:21]1([CH2:26][CH2:27][NH:28][C:29]([C:31]2[CH:35]=[C:34]([CH3:36])[NH:33][C:32]=2[CH:37]=[C:11]2[C:10]3[C:14](=[CH:15][CH:16]=[CH:17][C:9]=3[C:5]3[CH:6]=[CH:7][CH:8]=[C:3]([C:2]([F:1])([F:19])[F:20])[CH:4]=3)[NH:13][C:12]2=[O:18])=[O:30])[CH:25]=[CH:24][N:23]=[N:22]1. The yield is 0.740. (5) The reactants are [CH3:1][N:2]([CH3:10])[C:3]([CH2:8][CH3:9])([CH2:6][CH3:7])[C:4]#[N:5].[C:11]1([Li])[CH:16]=[CH:15][CH:14]=[CH:13][CH:12]=1.[BH4-].[Na+].CC(N1CCCC1)(C)C(N)C1C=CC=CC=1. The catalyst is C(OCCCC)CCC.C1COCC1.CO. The product is [NH2:5][CH:4]([C:11]1[CH:16]=[CH:15][CH:14]=[CH:13][CH:12]=1)[C:3]([N:2]([CH3:10])[CH3:1])([CH2:8][CH3:9])[CH2:6][CH3:7]. The yield is 0.880. (6) The catalyst is O. The reactants are [Cl:1][C:2]1[N:7]=[C:6]([CH2:8][C:9]([C:11]2[C:12]([F:29])=[C:13]([NH:17][S:18]([C:21]3[CH:26]=[C:25]([F:27])[CH:24]=[CH:23][C:22]=3[F:28])(=[O:20])=[O:19])[CH:14]=[CH:15][CH:16]=2)=O)[CH:5]=[CH:4][N:3]=1.CC(N(C)C)=O.C1C(=O)N(Br)C(=O)C1.[CH3:44][C@H:45]1[O:50][C@@H:49]([CH3:51])[CH2:48][N:47]([C:52](=[S:54])[NH2:53])[CH2:46]1. The yield is 0.890. The product is [Cl:1][C:2]1[N:7]=[C:6]([C:8]2[S:54][C:52]([N:47]3[CH2:48][C@H:49]([CH3:51])[O:50][C@H:45]([CH3:44])[CH2:46]3)=[N:53][C:9]=2[C:11]2[C:12]([F:29])=[C:13]([NH:17][S:18]([C:21]3[CH:26]=[C:25]([F:27])[CH:24]=[CH:23][C:22]=3[F:28])(=[O:20])=[O:19])[CH:14]=[CH:15][CH:16]=2)[CH:5]=[CH:4][N:3]=1. (7) The reactants are [Br:1][C:2]1[CH:3]=[C:4]([N:9]2[C:13](=[O:14])[O:12][N:11]=[C:10]2[C:15]2[C:19]([NH:20][CH2:21][CH2:22][OH:23])=[N:18][O:17][N:16]=2)[CH:5]=[CH:6][C:7]=1[F:8].[CH3:24][S:25](Cl)(=[O:27])=[O:26].C(N(CC)CC)C. The catalyst is C(OCC)(=O)C. The product is [CH3:24][S:25]([O:23][CH2:22][CH2:21][NH:20][C:19]1[C:15]([C:10]2[N:9]([C:4]3[CH:5]=[CH:6][C:7]([F:8])=[C:2]([Br:1])[CH:3]=3)[C:13](=[O:14])[O:12][N:11]=2)=[N:16][O:17][N:18]=1)(=[O:27])=[O:26]. The yield is 1.00.